From a dataset of NCI-60 drug combinations with 297,098 pairs across 59 cell lines. Regression. Given two drug SMILES strings and cell line genomic features, predict the synergy score measuring deviation from expected non-interaction effect. (1) Drug 1: CN(CCCl)CCCl.Cl. Drug 2: B(C(CC(C)C)NC(=O)C(CC1=CC=CC=C1)NC(=O)C2=NC=CN=C2)(O)O. Cell line: HOP-92. Synergy scores: CSS=50.7, Synergy_ZIP=-7.57, Synergy_Bliss=-1.17, Synergy_Loewe=-2.92, Synergy_HSA=-1.05. (2) Drug 1: C1CC(C1)(C(=O)O)C(=O)O.[NH2-].[NH2-].[Pt+2]. Drug 2: CC1CCCC2(C(O2)CC(NC(=O)CC(C(C(=O)C(C1O)C)(C)C)O)C(=CC3=CSC(=N3)C)C)C. Cell line: OVCAR-5. Synergy scores: CSS=45.1, Synergy_ZIP=1.36, Synergy_Bliss=-1.62, Synergy_Loewe=-31.7, Synergy_HSA=-1.15. (3) Drug 1: CCC1=CC2CC(C3=C(CN(C2)C1)C4=CC=CC=C4N3)(C5=C(C=C6C(=C5)C78CCN9C7C(C=CC9)(C(C(C8N6C)(C(=O)OC)O)OC(=O)C)CC)OC)C(=O)OC.C(C(C(=O)O)O)(C(=O)O)O. Drug 2: C1=CN(C(=O)N=C1N)C2C(C(C(O2)CO)O)O.Cl. Cell line: A498. Synergy scores: CSS=29.5, Synergy_ZIP=-12.3, Synergy_Bliss=-6.10, Synergy_Loewe=-5.03, Synergy_HSA=-2.45. (4) Drug 1: COC1=NC(=NC2=C1N=CN2C3C(C(C(O3)CO)O)O)N. Drug 2: CC1CCC2CC(C(=CC=CC=CC(CC(C(=O)C(C(C(=CC(C(=O)CC(OC(=O)C3CCCCN3C(=O)C(=O)C1(O2)O)C(C)CC4CCC(C(C4)OC)OCCO)C)C)O)OC)C)C)C)OC. Cell line: IGROV1. Synergy scores: CSS=-15.4, Synergy_ZIP=5.44, Synergy_Bliss=-4.98, Synergy_Loewe=-109, Synergy_HSA=-17.9.